This data is from Forward reaction prediction with 1.9M reactions from USPTO patents (1976-2016). The task is: Predict the product of the given reaction. (1) Given the reactants [NH:1]1[C:5]([C:6]([OH:8])=O)=[CH:4][C:3]([C:9]2[NH:10][N:11]=[CH:12][CH:13]=2)=[N:2]1.[NH2:14][C@@H:15]([CH3:32])[CH2:16][N:17]1[CH:21]=[CH:20][C:19]([C:22]2[CH:29]=[C:28]([F:30])[C:25]([C:26]#[N:27])=[C:24]([Cl:31])[CH:23]=2)=[N:18]1.CN(C=O)C, predict the reaction product. The product is: [Cl:31][C:24]1[CH:23]=[C:22]([C:19]2[CH:20]=[CH:21][N:17]([CH2:16][C@@H:15]([NH:14][C:6]([C:5]3[NH:1][N:2]=[C:3]([C:9]4[NH:10][N:11]=[CH:12][CH:13]=4)[CH:4]=3)=[O:8])[CH3:32])[N:18]=2)[CH:29]=[C:28]([F:30])[C:25]=1[C:26]#[N:27]. (2) Given the reactants [NH2:1][C@@H:2]([CH2:36][CH2:37][C:38]1[CH:43]=[CH:42][CH:41]=[CH:40][CH:39]=1)[C:3]([NH:5][C@@H:6]([CH2:29][C:30]1[CH:35]=[CH:34][CH:33]=[CH:32][CH:31]=1)[C:7]([NH:9][C@H:10]([B:16]1[O:20][C@@H:19]2[CH2:21][C@@H:22]3[CH2:25][C@H:24]([C@:18]2([CH3:28])[O:17]1)[C:23]3([CH3:27])[CH3:26])[CH2:11][CH:12]1[CH2:15][CH2:14][CH2:13]1)=[O:8])=[O:4].Cl.C(#N)C.[C:48](OC(=O)C)(=[O:50])[CH3:49].C(N(CC)C(C)C)(C)C, predict the reaction product. The product is: [C:48]([NH:1][C@@H:2]([CH2:36][CH2:37][C:38]1[CH:43]=[CH:42][CH:41]=[CH:40][CH:39]=1)[C:3]([NH:5][C@@H:6]([CH2:29][C:30]1[CH:35]=[CH:34][CH:33]=[CH:32][CH:31]=1)[C:7]([NH:9][C@H:10]([B:16]1[O:20][C@@H:19]2[CH2:21][C@@H:22]3[CH2:25][C@H:24]([C@:18]2([CH3:28])[O:17]1)[C:23]3([CH3:26])[CH3:27])[CH2:11][CH:12]1[CH2:15][CH2:14][CH2:13]1)=[O:8])=[O:4])(=[O:50])[CH3:49]. (3) Given the reactants [CH3:1][O:2][C:3]([C:5]1[CH:6]=[C:7]([C:14]2[CH:19]=[CH:18][CH:17]=[CH:16][C:15]=2[O:20][CH3:21])[CH:8]=[C:9]([N+:11]([O-])=O)[CH:10]=1)=[O:4].C([O-])(O)=O.[Na+], predict the reaction product. The product is: [CH3:1][O:2][C:3]([C:5]1[CH:6]=[C:7]([C:14]2[CH:19]=[CH:18][CH:17]=[CH:16][C:15]=2[O:20][CH3:21])[CH:8]=[C:9]([NH2:11])[CH:10]=1)=[O:4]. (4) Given the reactants CON(C)[C:4]([C:6]1[CH:7]=[CH:8][C:9]2[O:13][C:12]([CH2:14][CH2:15][N:16]3[CH2:20][CH2:19][CH2:18][C@H:17]3[CH3:21])=[CH:11][C:10]=2[CH:22]=1)=[O:5].[CH3:24][O:25][C:26]1[CH:31]=[CH:30][C:29]([Mg]Br)=[CH:28][CH:27]=1, predict the reaction product. The product is: [CH3:24][O:25][C:26]1[CH:31]=[CH:30][C:29]([C:4]([C:6]2[CH:7]=[CH:8][C:9]3[O:13][C:12]([CH2:14][CH2:15][N:16]4[CH2:20][CH2:19][CH2:18][C@H:17]4[CH3:21])=[CH:11][C:10]=3[CH:22]=2)=[O:5])=[CH:28][CH:27]=1. (5) Given the reactants [NH2:1][C:2]1[CH:11]=[C:10]2[C:5]([CH:6]=[CH:7][CH:8]=[N:9]2)=[CH:4][CH:3]=1.C([O-])(=O)C.[Na+].[Br:17]Br, predict the reaction product. The product is: [NH2:1][C:2]1[C:11]([Br:17])=[C:10]2[C:5]([CH:6]=[CH:7][CH:8]=[N:9]2)=[CH:4][CH:3]=1. (6) Given the reactants [CH3:1][O:2][C:3]1[CH:4]=[C:5]([C@:11]([CH:24]([CH3:26])[CH3:25])([CH2:14][CH2:15][CH2:16][N:17]([CH3:23])[CH2:18][CH2:19][CH:20]([CH3:22])[CH3:21])[C:12]#[N:13])[CH:6]=[CH:7][C:8]=1[O:9][CH3:10].[ClH:27].O1CCOCC1, predict the reaction product. The product is: [ClH:27].[CH3:1][O:2][C:3]1[CH:4]=[C:5]([C@:11]([CH:24]([CH3:26])[CH3:25])([CH2:14][CH2:15][CH2:16][N:17]([CH3:23])[CH2:18][CH2:19][CH:20]([CH3:22])[CH3:21])[C:12]#[N:13])[CH:6]=[CH:7][C:8]=1[O:9][CH3:10]. (7) Given the reactants [CH2:1](Br)[C:2]1[CH:7]=[CH:6][CH:5]=[CH:4][CH:3]=1.[C:9]([O-:12])([O-])=O.[K+].[K+].[OH2:15], predict the reaction product. The product is: [CH2:1]([O:15][C:3]1[CH:4]=[CH:5][C:9]([OH:12])=[C:7]([CH3:6])[C:2]=1[CH3:1])[C:2]1[CH:7]=[CH:6][CH:5]=[CH:4][CH:3]=1.